From a dataset of Forward reaction prediction with 1.9M reactions from USPTO patents (1976-2016). Predict the product of the given reaction. (1) Given the reactants [F:1][C:2]1[CH:3]=[C:4]([C@@H:9]2[CH2:13][N:12]([CH2:14][CH2:15][O:16][CH3:17])[CH2:11][C@H:10]2[NH:18][C:19]([NH:21][C:22]2[N:26]([C:27]3[CH:32]=[CH:31][CH:30]=[CH:29][CH:28]=3)[N:25]=[C:24]([C:33]3[CH:34]=[N:35][N:36]([CH2:38][CH2:39][O:40][CH3:41])[CH:37]=3)[CH:23]=2)=[O:20])[CH:5]=[CH:6][C:7]=1[F:8].[Cl:42]N1C(=O)CCC1=O.CC1C=CC(S([O-])(=O)=O)=CC=1.[NH+]1C=CC=CC=1, predict the reaction product. The product is: [Cl:42][C:23]1[C:24]([C:33]2[CH:34]=[N:35][N:36]([CH2:38][CH2:39][O:40][CH3:41])[CH:37]=2)=[N:25][N:26]([C:27]2[CH:32]=[CH:31][CH:30]=[CH:29][CH:28]=2)[C:22]=1[NH:21][C:19]([NH:18][C@H:10]1[C@H:9]([C:4]2[CH:5]=[CH:6][C:7]([F:8])=[C:2]([F:1])[CH:3]=2)[CH2:13][N:12]([CH2:14][CH2:15][O:16][CH3:17])[CH2:11]1)=[O:20]. (2) The product is: [CH:20]([O:19][C:10]1[CH:11]=[CH:12][C:13]([S:15]([CH3:18])(=[O:17])=[O:16])=[CH:14][C:9]=1[C:7]([N:4]1[CH2:5][CH2:6][CH:2]([O:1][S:24]([CH3:23])(=[O:26])=[O:25])[CH2:3]1)=[O:8])([CH3:22])[CH3:21]. Given the reactants [OH:1][CH:2]1[CH2:6][CH2:5][N:4]([C:7]([C:9]2[CH:14]=[C:13]([S:15]([CH3:18])(=[O:17])=[O:16])[CH:12]=[CH:11][C:10]=2[O:19][CH:20]([CH3:22])[CH3:21])=[O:8])[CH2:3]1.[CH3:23][S:24](Cl)(=[O:26])=[O:25], predict the reaction product. (3) Given the reactants [O:1]=[C:2]1[NH:7][C:6]2[CH:8]=[C:9]([C:11]3[CH:16]=[CH:15][CH:14]=[CH:13][CH:12]=3)[S:10][C:5]=2[C:4](=[O:17])[N:3]1[CH:18]1[CH2:23][CH2:22][N:21]([C:24]([O:26][C:27]([CH3:30])([CH3:29])[CH3:28])=[O:25])[CH2:20][CH2:19]1.C(=O)([O-])[O-].[K+].[K+].Cl[CH2:38][C:39]1[O:40][C:41]([CH2:44][CH3:45])=[CH:42][N:43]=1, predict the reaction product. The product is: [CH2:44]([C:41]1[O:40][C:39]([CH2:38][N:7]2[C:6]3[CH:8]=[C:9]([C:11]4[CH:16]=[CH:15][CH:14]=[CH:13][CH:12]=4)[S:10][C:5]=3[C:4](=[O:17])[N:3]([CH:18]3[CH2:23][CH2:22][N:21]([C:24]([O:26][C:27]([CH3:30])([CH3:29])[CH3:28])=[O:25])[CH2:20][CH2:19]3)[C:2]2=[O:1])=[N:43][CH:42]=1)[CH3:45]. (4) Given the reactants [Cl:1][C:2]1[N:7]=[C:6](S(C)(=O)=O)[N:5]=[C:4]([N:12]2[C:16]3[CH:17]=[C:18]([F:21])[CH:19]=[CH:20][C:15]=3[N:14]=[C:13]2[CH3:22])[CH:3]=1.[F:23][C:24]([F:33])([F:32])[C:25]1[CH:31]=[CH:30][C:28]([NH2:29])=[CH:27][CH:26]=1.CN(C=O)C.CCC([O-])(C)C.[Na+], predict the reaction product. The product is: [Cl:1][C:2]1[CH:3]=[C:4]([N:12]2[C:16]3[CH:17]=[C:18]([F:21])[CH:19]=[CH:20][C:15]=3[N:14]=[C:13]2[CH3:22])[N:5]=[C:6]([NH:29][C:28]2[CH:30]=[CH:31][C:25]([C:24]([F:23])([F:32])[F:33])=[CH:26][CH:27]=2)[N:7]=1. (5) The product is: [CH3:44][N:43]1[C:39]([C:2]2[S:6][CH:5]=[C:4]([C:7]([NH:9][CH:10]([C:20]3[CH:25]=[CH:24][CH:23]=[CH:22][CH:21]=3)[CH2:11][NH:12][C:13](=[O:19])[O:14][C:15]([CH3:18])([CH3:17])[CH3:16])=[O:8])[CH:3]=2)=[CH:40][CH:41]=[N:42]1. Given the reactants Br[C:2]1[S:6][CH:5]=[C:4]([C:7]([NH:9][CH:10]([C:20]2[CH:25]=[CH:24][CH:23]=[CH:22][CH:21]=2)[CH2:11][NH:12][C:13](=[O:19])[O:14][C:15]([CH3:18])([CH3:17])[CH3:16])=[O:8])[CH:3]=1.C([O-])([O-])=O.[K+].[K+].CC1(C)COB([C:39]2[N:43]([CH3:44])[N:42]=[CH:41][CH:40]=2)OC1, predict the reaction product. (6) Given the reactants [F:1][C:2]([F:9])([F:8])[CH2:3][CH2:4][C:5](O)=[O:6].F[P-](F)(F)(F)(F)F.N1(O[P+](N2CCCC2)(N2CCCC2)N2CCCC2)C2C=CC=CC=2N=N1.[F:43][C:44]1[CH:49]=[CH:48][C:47]([C@:50]([C:59]2[CH:64]=[C:63]([O:65][C:66]([F:71])([F:70])[CH:67]([F:69])[F:68])[CH:62]=[C:61]([F:72])[CH:60]=2)([NH2:58])[CH2:51][C:52]2[CH:57]=[CH:56][CH:55]=[CH:54][CH:53]=2)=[CH:46][C:45]=1[O:73][CH:74]([CH3:76])[CH3:75].CN1CCOCC1, predict the reaction product. The product is: [F:1][C:2]([F:9])([F:8])[CH2:3][CH2:4][C:5]([NH:58][C@:50]([C:47]1[CH:48]=[CH:49][C:44]([F:43])=[C:45]([O:73][CH:74]([CH3:76])[CH3:75])[CH:46]=1)([C:59]1[CH:64]=[C:63]([O:65][C:66]([F:71])([F:70])[CH:67]([F:69])[F:68])[CH:62]=[C:61]([F:72])[CH:60]=1)[CH2:51][C:52]1[CH:57]=[CH:56][CH:55]=[CH:54][CH:53]=1)=[O:6]. (7) The product is: [CH:22]1[C:9]2[C:8](=[CH:7][C:6]3[CH:5]=[C:4]([NH2:1])[CH:25]=[CH:24][CH:23]=3)[C:34]3[CH:35]=[CH:36][CH:37]=[CH:38][C:33]=3[CH2:39][O:26][C:10]=2[CH:19]=[CH:20][CH:21]=1. Given the reactants [N+:1]([C:4]1[CH:5]=[C:6]([CH:23]=[CH:24][CH:25]=1)[CH:7]=[C:8]1OC2C=CC=CC=2C[C:10]2[CH:19]=[CH:20][CH:21]=[CH:22][C:9]1=2)([O-])=O.[OH2:26].O.[Sn](Cl)(Cl)(Cl)Cl.[C:33]1([CH3:39])[CH:38]=[CH:37][CH:36]=[CH:35][CH:34]=1, predict the reaction product. (8) The product is: [CH:1]1([O:6][C:7](=[O:48])[C@@H:8]([NH2:40])[CH2:9][CH2:10][O:11][C:12]2[CH:21]=[C:20]3[C:15]([C:16]([O:22][C:23]4[CH:28]=[CH:27][C:26]([NH:29][C:30](=[O:37])[C:31]5[CH:32]=[CH:33][CH:34]=[CH:35][CH:36]=5)=[CH:25][CH:24]=4)=[N:17][CH:18]=[N:19]3)=[CH:14][C:13]=2[O:38][CH3:39])[CH2:5][CH2:4][CH2:3][CH2:2]1. Given the reactants [CH:1]1([O:6][C:7](=[O:48])[C@@H:8]([NH:40]C(OC(C)(C)C)=O)[CH2:9][CH2:10][O:11][C:12]2[CH:21]=[C:20]3[C:15]([C:16]([O:22][C:23]4[CH:28]=[CH:27][C:26]([NH:29][C:30](=[O:37])[C:31]5[CH:36]=[CH:35][CH:34]=[CH:33][CH:32]=5)=[CH:25][CH:24]=4)=[N:17][CH:18]=[N:19]3)=[CH:14][C:13]=2[O:38][CH3:39])[CH2:5][CH2:4][CH2:3][CH2:2]1.C(O)(C(F)(F)F)=O, predict the reaction product. (9) Given the reactants [CH2:1]([N:3]1[CH:7]=[C:6]([C:8]2[CH:9]=[C:10]([CH:12]=[CH:13][CH:14]=2)[NH2:11])[C:5]([C:15]2[CH:20]=[CH:19][N:18]=[CH:17][CH:16]=2)=[N:4]1)[CH3:2].[N:21]([C:24]1[CH:29]=[CH:28][C:27]([CH:30]([CH3:32])[CH3:31])=[CH:26][CH:25]=1)=[C:22]=[O:23], predict the reaction product. The product is: [CH2:1]([N:3]1[CH:7]=[C:6]([C:8]2[CH:9]=[C:10]([NH:11][C:22]([NH:21][C:24]3[CH:29]=[CH:28][C:27]([CH:30]([CH3:32])[CH3:31])=[CH:26][CH:25]=3)=[O:23])[CH:12]=[CH:13][CH:14]=2)[C:5]([C:15]2[CH:16]=[CH:17][N:18]=[CH:19][CH:20]=2)=[N:4]1)[CH3:2].